This data is from Forward reaction prediction with 1.9M reactions from USPTO patents (1976-2016). The task is: Predict the product of the given reaction. Given the reactants CS(O[CH2:6][C@@H:7]([NH:19][C:20]([O:22][C:23]([CH3:26])([CH3:25])[CH3:24])=[O:21])[CH2:8][CH2:9][CH2:10][NH:11][C:12]([O:14][C:15]([CH3:18])([CH3:17])[CH3:16])=[O:13])(=O)=O.[N-:27]=[N+:28]=[N-:29].[Na+], predict the reaction product. The product is: [C:15]([O:14][C:12](=[O:13])[NH:11][CH2:10][CH2:9][CH2:8][C@H:7]([NH:19][C:20]([O:22][C:23]([CH3:26])([CH3:25])[CH3:24])=[O:21])[CH2:6][N:27]=[N+:28]=[N-:29])([CH3:18])([CH3:17])[CH3:16].